Dataset: Peptide-MHC class I binding affinity with 185,985 pairs from IEDB/IMGT. Task: Regression. Given a peptide amino acid sequence and an MHC pseudo amino acid sequence, predict their binding affinity value. This is MHC class I binding data. The peptide sequence is KEPVESCPLM. The MHC is HLA-B44:03 with pseudo-sequence HLA-B44:03. The binding affinity (normalized) is 0.0187.